From a dataset of Full USPTO retrosynthesis dataset with 1.9M reactions from patents (1976-2016). Predict the reactants needed to synthesize the given product. (1) Given the product [OH:1][C:2]12[NH:16][C:14](=[O:15])[CH:13]([C:11]#[N:12])[CH:8]=[C:3]1[CH2:4][CH2:5][CH2:6][CH2:7]2, predict the reactants needed to synthesize it. The reactants are: [O:1]=[C:2]1[CH2:7][CH2:6][CH2:5][CH2:4][C:3]1=[CH:8][O-].[Na+].[C:11]([CH2:13][C:14]([NH2:16])=[O:15])#[N:12].N1CCCCC1. (2) Given the product [F:1][C:2]1[C:3]([C:31]2[CH:37]=[CH:36][C:34]([NH:35][S:49]([CH3:48])(=[O:51])=[O:50])=[C:33]([O:38][CH3:39])[CH:32]=2)=[C:4]2[C:14]3[C:9](=[CH:10][N:11]=[C:12]([C:15]4[CH:16]=[N:17][CH:18]=[CH:19][CH:20]=4)[CH:13]=3)[N:8]([S:21]([C:24]3[CH:25]=[CH:26][C:27]([CH3:30])=[CH:28][CH:29]=3)(=[O:23])=[O:22])[C:5]2=[N:6][CH:7]=1, predict the reactants needed to synthesize it. The reactants are: [F:1][C:2]1[C:3]([C:31]2[CH:37]=[CH:36][C:34]([NH2:35])=[C:33]([O:38][CH3:39])[CH:32]=2)=[C:4]2[C:14]3[C:9](=[CH:10][N:11]=[C:12]([C:15]4[CH:16]=[N:17][CH:18]=[CH:19][CH:20]=4)[CH:13]=3)[N:8]([S:21]([C:24]3[CH:29]=[CH:28][C:27]([CH3:30])=[CH:26][CH:25]=3)(=[O:23])=[O:22])[C:5]2=[N:6][CH:7]=1.O1CCCC1.ClCCl.[CH3:48][S:49](Cl)(=[O:51])=[O:50]. (3) Given the product [C:1]([C:5]1[CH:9]=[C:8]([NH:10][C:11]([NH:13][C:14]2[C:23]3[C:18](=[CH:19][CH:20]=[CH:21][CH:22]=3)[C:17]([O:24][CH2:25][CH2:26][N:47]3[CH:48]=[C:44]([N+:41]([O-:43])=[O:42])[N:45]=[CH:46]3)=[CH:16][CH:15]=2)=[O:12])[N:7]([C:28]2[CH:33]=[CH:32][C:31]([CH3:34])=[CH:30][CH:29]=2)[N:6]=1)([CH3:4])([CH3:3])[CH3:2], predict the reactants needed to synthesize it. The reactants are: [C:1]([C:5]1[CH:9]=[C:8]([NH:10][C:11]([NH:13][C:14]2[C:23]3[C:18](=[CH:19][CH:20]=[CH:21][CH:22]=3)[C:17]([O:24][CH2:25][CH2:26]I)=[CH:16][CH:15]=2)=[O:12])[N:7]([C:28]2[CH:33]=[CH:32][C:31]([CH3:34])=[CH:30][CH:29]=2)[N:6]=1)([CH3:4])([CH3:3])[CH3:2].C(=O)([O-])[O-].[K+].[K+].[N+:41]([C:44]1[N:45]=[CH:46][NH:47][CH:48]=1)([O-:43])=[O:42].O.